Regression. Given two drug SMILES strings and cell line genomic features, predict the synergy score measuring deviation from expected non-interaction effect. From a dataset of NCI-60 drug combinations with 297,098 pairs across 59 cell lines. (1) Drug 1: C1=NC2=C(N=C(N=C2N1C3C(C(C(O3)CO)O)F)Cl)N. Drug 2: CC1=C2C(C(=O)C3(C(CC4C(C3C(C(C2(C)C)(CC1OC(=O)C(C(C5=CC=CC=C5)NC(=O)OC(C)(C)C)O)O)OC(=O)C6=CC=CC=C6)(CO4)OC(=O)C)O)C)O. Cell line: CAKI-1. Synergy scores: CSS=37.8, Synergy_ZIP=2.11, Synergy_Bliss=5.08, Synergy_Loewe=2.78, Synergy_HSA=2.46. (2) Drug 1: CC1=C2C(C(=O)C3(C(CC4C(C3C(C(C2(C)C)(CC1OC(=O)C(C(C5=CC=CC=C5)NC(=O)OC(C)(C)C)O)O)OC(=O)C6=CC=CC=C6)(CO4)OC(=O)C)OC)C)OC. Drug 2: CNC(=O)C1=NC=CC(=C1)OC2=CC=C(C=C2)NC(=O)NC3=CC(=C(C=C3)Cl)C(F)(F)F. Cell line: RPMI-8226. Synergy scores: CSS=67.8, Synergy_ZIP=-2.99, Synergy_Bliss=-5.82, Synergy_Loewe=-9.72, Synergy_HSA=-4.29. (3) Drug 1: CCCS(=O)(=O)NC1=C(C(=C(C=C1)F)C(=O)C2=CNC3=C2C=C(C=N3)C4=CC=C(C=C4)Cl)F. Drug 2: CN(C(=O)NC(C=O)C(C(C(CO)O)O)O)N=O. Cell line: A549. Synergy scores: CSS=-7.62, Synergy_ZIP=-0.993, Synergy_Bliss=-8.74, Synergy_Loewe=-14.6, Synergy_HSA=-10.5. (4) Drug 1: CS(=O)(=O)C1=CC(=C(C=C1)C(=O)NC2=CC(=C(C=C2)Cl)C3=CC=CC=N3)Cl. Drug 2: CC12CCC3C(C1CCC2OP(=O)(O)O)CCC4=C3C=CC(=C4)OC(=O)N(CCCl)CCCl.[Na+]. Cell line: 786-0. Synergy scores: CSS=5.17, Synergy_ZIP=-1.35, Synergy_Bliss=2.67, Synergy_Loewe=-0.688, Synergy_HSA=3.04. (5) Drug 1: C1CC(=O)NC(=O)C1N2CC3=C(C2=O)C=CC=C3N. Drug 2: CN(CC1=CN=C2C(=N1)C(=NC(=N2)N)N)C3=CC=C(C=C3)C(=O)NC(CCC(=O)O)C(=O)O. Cell line: SK-OV-3. Synergy scores: CSS=23.6, Synergy_ZIP=-1.88, Synergy_Bliss=-2.26, Synergy_Loewe=-1.20, Synergy_HSA=-1.08.